This data is from Catalyst prediction with 721,799 reactions and 888 catalyst types from USPTO. The task is: Predict which catalyst facilitates the given reaction. (1) Reactant: C[O:2][C:3]([C:5]1[N:6]=[CH:7][O:8][C:9]=1[CH:10]1[CH2:15][CH2:14][N:13]([C:16]([O:18][C:19]([CH3:22])([CH3:21])[CH3:20])=[O:17])[CH2:12][CH2:11]1)=[O:4].[OH-].[Na+]. Product: [C:19]([O:18][C:16]([N:13]1[CH2:14][CH2:15][CH:10]([C:9]2[O:8][CH:7]=[N:6][C:5]=2[C:3]([OH:4])=[O:2])[CH2:11][CH2:12]1)=[O:17])([CH3:22])([CH3:20])[CH3:21]. The catalyst class is: 5. (2) Reactant: [S:1]([S:1]([O-:3])=[O:2])([O-:3])=[O:2].[Na+:7].[Na+:7].C(=O)([O-])[O-].[Na+].[Na+].O.[C:16]12([CH2:26][C:27]([F:30])([F:29])I)[CH2:25][CH:20]3[CH2:21][CH:22]([CH2:24][CH:18]([CH2:19]3)[CH2:17]1)[CH2:23]2. Product: [C:16]12([CH2:26][C:27]([F:29])([F:30])[S:1]([O-:3])=[O:2])[CH2:25][CH:20]3[CH2:21][CH:22]([CH2:24][CH:18]([CH2:19]3)[CH2:17]1)[CH2:23]2.[Na+:7]. The catalyst class is: 10. (3) Product: [CH3:1][O:2][C:3](=[O:20])[C@@H:4]1[CH2:8][C@H:7]([N:21]=[N+:22]=[N-:23])[CH2:6][N:5]1[C:13]([O:15][C:16]([CH3:19])([CH3:18])[CH3:17])=[O:14]. Reactant: [CH3:1][O:2][C:3](=[O:20])[C@@H:4]1[CH2:8][C@@H:7](S(C)(=O)=O)[CH2:6][N:5]1[C:13]([O:15][C:16]([CH3:19])([CH3:18])[CH3:17])=[O:14].[N-:21]=[N+:22]=[N-:23].[Na+]. The catalyst class is: 3. (4) Reactant: [Cl:1][C:2]1[CH:3]=[C:4]([N:9]([CH2:22][CH2:23][CH2:24][N:25]2[CH2:30][CH2:29][CH:28]([CH2:31][C:32]3[CH:37]=[CH:36][C:35]([C:38](=O)[CH:39]([CH3:41])[CH3:40])=[CH:34][CH:33]=3)[CH2:27][CH2:26]2)[C:10]([CH:12]2[CH2:17][CH2:16][N:15]([S:18]([CH3:21])(=[O:20])=[O:19])[CH2:14][CH2:13]2)=[O:11])[CH:5]=[CH:6][C:7]=1[Cl:8].C([SiH](CC)CC)C. The catalyst class is: 55. Product: [Cl:1][C:2]1[CH:3]=[C:4]([N:9]([CH2:22][CH2:23][CH2:24][N:25]2[CH2:30][CH2:29][CH:28]([CH2:31][C:32]3[CH:37]=[CH:36][C:35]([CH2:38][CH:39]([CH3:41])[CH3:40])=[CH:34][CH:33]=3)[CH2:27][CH2:26]2)[C:10]([CH:12]2[CH2:17][CH2:16][N:15]([S:18]([CH3:21])(=[O:20])=[O:19])[CH2:14][CH2:13]2)=[O:11])[CH:5]=[CH:6][C:7]=1[Cl:8].